This data is from Forward reaction prediction with 1.9M reactions from USPTO patents (1976-2016). The task is: Predict the product of the given reaction. (1) Given the reactants [F:1][C:2]([F:12])([F:11])[C:3]([CH3:10])([CH3:9])[C:4](=O)[CH2:5][C:6]#[N:7].[NH2:13][NH2:14].Cl.C(Cl)Cl, predict the reaction product. The product is: [F:1][C:2]([F:11])([F:12])[C:3]([C:4]1[CH:5]=[C:6]([NH2:7])[NH:14][N:13]=1)([CH3:10])[CH3:9]. (2) Given the reactants [Br:1][C:2]1[CH:11]=[C:10]([O:12][CH:13]([CH3:15])[CH3:14])[C:9]([CH3:16])=[C:8]2[C:3]=1[CH:4]=[CH:5][N+:6]([O-])=[CH:7]2.[CH3:18][C:19]([O:21]C(C)=O)=[O:20], predict the reaction product. The product is: [C:19]([O:21][C:7]1[C:8]2[C:3](=[C:2]([Br:1])[CH:11]=[C:10]([O:12][CH:13]([CH3:15])[CH3:14])[C:9]=2[CH3:16])[CH:4]=[CH:5][N:6]=1)(=[O:20])[CH3:18]. (3) The product is: [CH3:1][N:2]1[CH2:7][CH2:6][N:5]([C:25]2[CH:24]=[C:23]([C:27]3[CH:32]=[CH:31][CH:30]=[CH:29][N:28]=3)[N:22]=[C:21]([C:17]3[CH:16]=[CH:15][CH:20]=[CH:19][N:18]=3)[CH:26]=2)[CH2:4][CH2:3]1. Given the reactants [CH3:1][N:2]1[CH2:7][CH2:6][NH:5][CH2:4][CH2:3]1.CN1CCN([C:15]2[CH:20]=[CH:19][N:18]=[C:17]([C:21]3[CH:26]=[CH:25][CH:24]=[C:23]([C:27]4[CH:32]=[CH:31][CH:30]=[CH:29][N:28]=4)[N:22]=3)[CH:16]=2)CC1, predict the reaction product.